From a dataset of Full USPTO retrosynthesis dataset with 1.9M reactions from patents (1976-2016). Predict the reactants needed to synthesize the given product. (1) The reactants are: Cl[CH2:2][CH2:3][NH:4][C:5]([NH:7][C:8]1[CH:13]=[CH:12][C:11]([OH:14])=[CH:10][C:9]=1[F:15])=[O:6].CC([O-])(C)C.[Na+]. Given the product [F:15][C:9]1[CH:10]=[C:11]([OH:14])[CH:12]=[CH:13][C:8]=1[N:7]1[CH2:2][CH2:3][NH:4][C:5]1=[O:6], predict the reactants needed to synthesize it. (2) The reactants are: [N+]([C:4]1[NH:5][CH:6]=[C:7]([N+:9]([O-:11])=[O:10])[N:8]=1)([O-])=O.[ClH:12]. Given the product [Cl:12][C:4]1[NH:5][CH:6]=[C:7]([N+:9]([O-:11])=[O:10])[N:8]=1, predict the reactants needed to synthesize it.